From a dataset of TCR-epitope binding with 47,182 pairs between 192 epitopes and 23,139 TCRs. Binary Classification. Given a T-cell receptor sequence (or CDR3 region) and an epitope sequence, predict whether binding occurs between them. (1) The epitope is CLGGLLTMV. The TCR CDR3 sequence is CASSQDGDRVYGYTF. Result: 1 (the TCR binds to the epitope). (2) The epitope is LLMPILTLT. The TCR CDR3 sequence is CASSPTGAGANVLTF. Result: 1 (the TCR binds to the epitope). (3) The epitope is YLNTLTLAV. The TCR CDR3 sequence is CASSQEIHYEQYF. Result: 0 (the TCR does not bind to the epitope). (4) Result: 0 (the TCR does not bind to the epitope). The TCR CDR3 sequence is CASSLTGHPYEQYF. The epitope is FLPRVFSAV. (5) The epitope is FLNGSCGSV. The TCR CDR3 sequence is CASSPALNTPDTQYF. Result: 1 (the TCR binds to the epitope). (6) The epitope is LPAADLDDF. The TCR CDR3 sequence is CASSFQRGVLREQYF. Result: 1 (the TCR binds to the epitope).